Regression. Given two drug SMILES strings and cell line genomic features, predict the synergy score measuring deviation from expected non-interaction effect. From a dataset of NCI-60 drug combinations with 297,098 pairs across 59 cell lines. (1) Drug 1: CCC1(C2=C(COC1=O)C(=O)N3CC4=CC5=C(C=CC(=C5CN(C)C)O)N=C4C3=C2)O.Cl. Drug 2: N.N.Cl[Pt+2]Cl. Cell line: OVCAR-8. Synergy scores: CSS=41.3, Synergy_ZIP=-16.3, Synergy_Bliss=-6.73, Synergy_Loewe=-1.35, Synergy_HSA=0.775. (2) Drug 1: CN1C(=O)N2C=NC(=C2N=N1)C(=O)N. Drug 2: CC1=C(C(=CC=C1)Cl)NC(=O)C2=CN=C(S2)NC3=CC(=NC(=N3)C)N4CCN(CC4)CCO. Cell line: EKVX. Synergy scores: CSS=0.191, Synergy_ZIP=-4.05, Synergy_Bliss=-7.61, Synergy_Loewe=-5.54, Synergy_HSA=-5.39. (3) Drug 1: CC1=C2C(C(=O)C3(C(CC4C(C3C(C(C2(C)C)(CC1OC(=O)C(C(C5=CC=CC=C5)NC(=O)C6=CC=CC=C6)O)O)OC(=O)C7=CC=CC=C7)(CO4)OC(=O)C)O)C)OC(=O)C. Drug 2: CC(C)(C#N)C1=CC(=CC(=C1)CN2C=NC=N2)C(C)(C)C#N. Cell line: SF-539. Synergy scores: CSS=4.17, Synergy_ZIP=-4.20, Synergy_Bliss=-8.37, Synergy_Loewe=0.835, Synergy_HSA=-5.44. (4) Drug 1: CC1OCC2C(O1)C(C(C(O2)OC3C4COC(=O)C4C(C5=CC6=C(C=C35)OCO6)C7=CC(=C(C(=C7)OC)O)OC)O)O. Drug 2: C1=C(C(=O)NC(=O)N1)N(CCCl)CCCl. Cell line: A549. Synergy scores: CSS=53.3, Synergy_ZIP=-2.31, Synergy_Bliss=-0.0980, Synergy_Loewe=-7.79, Synergy_HSA=4.35.